From a dataset of Full USPTO retrosynthesis dataset with 1.9M reactions from patents (1976-2016). Predict the reactants needed to synthesize the given product. Given the product [Si:5]([O:8][C:9]1[CH:10]=[C:11]([CH3:25])[C:12]([C:27]2[CH:42]=[CH:41][CH:40]=[C:29]([CH2:30][O:31][C:32]3[CH:39]=[CH:38][C:35]([CH:36]=[O:37])=[CH:34][N:33]=3)[C:28]=2[CH3:43])=[C:13]([CH3:15])[CH:14]=1)([C:1]([CH3:2])([CH3:3])[CH3:4])([CH3:6])[CH3:7], predict the reactants needed to synthesize it. The reactants are: [C:1]([Si:5]([O:8][C:9]1[CH:14]=[C:13]([CH3:15])[C:12](B2OC(C)(C)C(C)(C)O2)=[C:11]([CH3:25])[CH:10]=1)([CH3:7])[CH3:6])([CH3:4])([CH3:3])[CH3:2].Br[C:27]1[C:28]([CH3:43])=[C:29]([CH:40]=[CH:41][CH:42]=1)[CH2:30][O:31][C:32]1[CH:39]=[CH:38][C:35]([CH:36]=[O:37])=[CH:34][N:33]=1.C1(P(C2CCCCC2)C2C=CC=CC=2C2C(OC)=CC=CC=2OC)CCCCC1.P([O-])([O-])([O-])=O.[K+].[K+].[K+].